This data is from Peptide-MHC class II binding affinity with 134,281 pairs from IEDB. The task is: Regression. Given a peptide amino acid sequence and an MHC pseudo amino acid sequence, predict their binding affinity value. This is MHC class II binding data. (1) The peptide sequence is FCVKVLAPYMPDVLE. The MHC is DRB3_0202 with pseudo-sequence DRB3_0202. The binding affinity (normalized) is 0.485. (2) The peptide sequence is LIEVNPPFGDSYIIV. The MHC is HLA-DQA10103-DQB10603 with pseudo-sequence HLA-DQA10103-DQB10603. The binding affinity (normalized) is 0. (3) The peptide sequence is AFILDGDNLLPKV. The MHC is HLA-DQA10501-DQB10201 with pseudo-sequence HLA-DQA10501-DQB10201. The binding affinity (normalized) is 0.455.